Dataset: Experimentally validated miRNA-target interactions with 360,000+ pairs, plus equal number of negative samples. Task: Binary Classification. Given a miRNA mature sequence and a target amino acid sequence, predict their likelihood of interaction. (1) The miRNA is hsa-miR-4526 with sequence GCUGACAGCAGGGCUGGCCGCU. The protein sequence of the target gene is MSEVLPYGDEKLSPYGDGGDVGQIFSCRLQDTNNFFGAGQNKRPPKLGQIGRSKRVVIEDDRIDDVLKNMTDKAPPGV. Result: 1 (interaction). (2) The miRNA is mmu-miR-706 with sequence AGAGAAACCCUGUCUCAAAAAA. The protein sequence of the target gene is MPLLTQYNEEEYEQYCLVASLDNVRNLSTVLKAIHFREHATCFATKNGIKVTVENAKCVQANAFIQADVFQEFVIQEESVTFRINLTILLDCLSIFGSSPTPGTLTALRMCYQGYGHPLMLFLEEGGVVTVCKITTQEPEETLDFDFCSTNVMNKIILQSEGLREAFSELDMTGDVLQITVSPDKPYFRLSTFGNAGNSHLDYPKDSDLVEAFHCDKTQVNRYKLSLLKPSTKALALSCKVSIRTDNRGFLSLQYMIRNEDGQICFVEYYCCPDEEVPES. Result: 1 (interaction). (3) The miRNA is hsa-miR-1267 with sequence CCUGUUGAAGUGUAAUCCCCA. The protein sequence of the target gene is MRTALLLLAALAVATGPALTLRCHVCTSSSNCKHSVVCPASSRFCKTTNTVEPLRGNLVKKDCAESCTPSYTLQGQVSSGTSSTQCCQEDLCNEKLHNAAPTRTALAHSALSLGLALSLLAVILAPSL. Result: 0 (no interaction). (4) The miRNA is mmu-miR-29c-3p with sequence UAGCACCAUUUGAAAUCGGUUA. The protein sequence of the target gene is MPQNEYIELHRKRYGYRLDYHEKKRKKESREAHERSKKAKKMIGLKAKLYHKQRHAEKIQMKKTIKMHEKRNTKQKNDEKTPQGAVPAYLLDREGQSRAKVLSNMIKQKRKEKAGKWEVPLPKVRAQGETEVLKVIRTGKRKKKAWKRMVTKVCFVGDGFTRKPPKYERFIRPMGLRFKKAHVTHPELKATFCLPILGVKKNPSSPLYTTLGVITKGTVIEVNVSELGLVTQGGKVIWGKYAQVTNNPENDGCINAVLLV. Result: 0 (no interaction). (5) The protein sequence of the target gene is MTLLTDATPLVKEPHPLPLVPRPWFLPSLFAAFNVVLLVFFSGLFFAFPCRWLAQNGEWAFPVITGSLFVLTFFSLVSLNFSDPGILHQGSAEQGPLTVHVVWVNHGAFRLQWCPKCCFHRPPRTYHCPWCNICVEDFDHHCKWVNNCIGHRNFRFFMLLVLSLCLYSGAMLVTCLIFLVRTTHLPFSTDKAIAIVVAVSAAGLLVPLSLLLLIQALSVSSADRTYKGKCRHLQGYNPFDQGCASNWYLTICAPLGPKYMAEAVQLQRVVGPDWTSMPNLHPPMSPSALNPPAPTSGSLQ.... The miRNA is hsa-miR-4666a-3p with sequence CAUACAAUCUGACAUGUAUUU. Result: 0 (no interaction). (6) The miRNA is hsa-miR-145-5p with sequence GUCCAGUUUUCCCAGGAAUCCCU. The protein sequence of the target gene is MMNRTTPDQELVPASEPVWERPWSVEEIRRSSQSWSLAADAGLLQFLQEFSQQTISRTHEIKKQVDGLIRETKATDCRLHNVFNDFLMLSNTQFIENRVYDEEVEEPVLKAEAEKTEQEKTREQKEVDLIPKVQEAVNYGLQVLDSAFEQLDIKAGNSDSEEDDANGRVELILEPKDLYIDRPLPYLIGSKLFMEQEDVGLGELSSEEGSVGSDRGSIVDTEEEKEEEESDEDFAHHSDNEQNQHTTQMSDEEEDDDGCDLFADSEKEEEDIEDIEENTRPKRSRPTSFADELAARIKGD.... Result: 1 (interaction). (7) The miRNA is hsa-miR-4324 with sequence CCCUGAGACCCUAACCUUAA. The protein sequence of the target gene is MIRTNFLLKQGRRHESKDKSSKRHKSEEHNDKEHSSDKGRERLNSSENGEDRHKRKERKSSRGRSHSRSRSRERRHRSRSRERKKSRSRSRDRKKSRSRSRDRKKSRSRSRDRKRRIRTRSRSRSRHRHRTRSRSRSRSRSRDRKKRIEKPRRFSRSLSRTPSPPPFRGRNTAMDAQEALARRLERAKKLQEQREKEMVEKQKQQEMAAAAAATGGSVLNVAALLASGTQVTPQIAMAAQMAALQAKALAETGIAVPSYYNPAAVNPMKFAEQEKKRKMLWQGKKEGDKSQSAEIWEKLN.... Result: 0 (no interaction). (8) The miRNA is hsa-miR-1273h-3p with sequence CUGCAGACUCGACCUCCCAGGC. The protein sequence of the target gene is MITVNPDGKIMVRRCLVTLRPFRLFVLGIGFFTLCFLMTSLGGQFSARRLGDSPFTIRTEVMGGPESRGVLRKMSDLLELMVKRMDALARLENSSELHRAGGDLHFPADRMPPGAGLMERIQAIAQNVSDIAVKVDQILRHSLLLHSKVSEGRRDQCEAPSDPKFPDCSGKVEWMRARWTSDPCYAFFGVDGTECSFLIYLSEVEWFCPPLPWRNQTAAQRAPKPLPKVQAVFRSNLSHLLDLMGSGKESLIFMKKRTKRLTAQWALAAQRLAQKLGATQRDQKQILVHIGFLTEESGDV.... Result: 0 (no interaction). (9) The miRNA is mmu-miR-362-3p with sequence AACACACCUGUUCAAGGAUUCA. The protein sequence of the target gene is MPSALSMRPWDAALPNTTAAAWTNGSVPEMPLFHHFARLDEELQATFPSLWQALMVVHGTIFLAGLVLNGLALYVFCCRTRAKTPSVTYTINLVVTDLLVGLSLPTRFAVFYGARGCLRCAFPHVLGYFLNMHCSILFLTCICVDRYLAIVQPEGSRRWRQPACAKAVCIFVWLAAGVVTLSVLGVKSGGRSCCRVFALTVLEFLLPLLVISVFTGRIMCALSRPGLLRQGRQRRVRAMQLLLTVLVIFLVCFTPFHARQVAVALWPNVPKHTSLVAYHVAVTLSSLNSCMDPIVYCFIT.... Result: 1 (interaction). (10) The miRNA is mmu-miR-340-5p with sequence UUAUAAAGCAAUGAGACUGAUU. The protein sequence of the target gene is MSCLMVERCGEVLFESPEQSVKCVCMLGDVRLRGQTGVPAERRGSYPFIDFRLLNNTTHSGEIGTKKKVKRLLSFQRYFHASRLLRGIIPQAPLHLLDEDYLGQARHMLSKVGTWDFDIFLFDRLTNGNSLVTLLCHLFNSHGLIHHFKLDMVTLHRFLVMVQEDYHGHNPYHNAVHAADVTQAMHCYLKEPKLASFLTPLDIMLGLLAAAAHDVDHPGVNQPFLIKTNHHLANLYQNMSVLENHHWRSTIGMLRESRLLAHLPKEMTQDIEQQLGSLILATDINRQNEFLTRLKAHLHN.... Result: 1 (interaction).